Predict the reactants needed to synthesize the given product. From a dataset of Full USPTO retrosynthesis dataset with 1.9M reactions from patents (1976-2016). (1) Given the product [CH3:14][O:15][C:2]1[N:10]=[CH:9][C:8]([N+:11]([O-:13])=[O:12])=[CH:7][C:3]=1[C:4]([OH:6])=[O:5], predict the reactants needed to synthesize it. The reactants are: Cl[C:2]1[N:10]=[CH:9][C:8]([N+:11]([O-:13])=[O:12])=[CH:7][C:3]=1[C:4]([OH:6])=[O:5].[CH3:14][O-:15].[Na+].[Na]. (2) Given the product [F:15][C:16]1[CH:23]=[CH:22][C:19]([CH2:20][NH:21][S:2]([C:5]2[CH:6]=[C:7]3[C:11](=[CH:12][CH:13]=2)[NH:10][C:9](=[O:14])[CH2:8]3)(=[O:4])=[O:3])=[CH:18][CH:17]=1, predict the reactants needed to synthesize it. The reactants are: Cl[S:2]([C:5]1[CH:6]=[C:7]2[C:11](=[CH:12][CH:13]=1)[NH:10][C:9](=[O:14])[CH2:8]2)(=[O:4])=[O:3].[F:15][C:16]1[CH:23]=[CH:22][C:19]([CH2:20][NH2:21])=[CH:18][CH:17]=1.N1C=CC=CC=1. (3) Given the product [N:22]1[CH:27]=[CH:26][C:25]([CH:28]([NH:30][C:11]([C:10]2[C:4]3[C:5](=[N:6][CH:7]=[C:2]([Br:1])[N:3]=3)[N:8]([CH2:14][O:15][CH2:16][CH2:17][Si:18]([CH3:21])([CH3:20])[CH3:19])[CH:9]=2)=[O:13])[CH3:29])=[CH:24][CH:23]=1, predict the reactants needed to synthesize it. The reactants are: [Br:1][C:2]1[N:3]=[C:4]2[C:10]([C:11]([OH:13])=O)=[CH:9][N:8]([CH2:14][O:15][CH2:16][CH2:17][Si:18]([CH3:21])([CH3:20])[CH3:19])[C:5]2=[N:6][CH:7]=1.[N:22]1[CH:27]=[CH:26][C:25]([CH:28]([NH2:30])[CH3:29])=[CH:24][CH:23]=1.CCN(C(C)C)C(C)C.CN(C(ON1N=NC2C=CC=NC1=2)=[N+](C)C)C.F[P-](F)(F)(F)(F)F. (4) The reactants are: C(N(CC)CC)C.Cl.[NH2:9][C@H:10]([C:13]([OH:15])=[O:14])[CH2:11][SH:12].Br[CH2:17][CH:18]([OH:21])[CH2:19][OH:20].CO. Given the product [OH:21][CH:18]([CH2:19][OH:20])[CH2:17][S:12][CH2:11][C@@H:10]([C:13]([OH:15])=[O:14])[NH2:9], predict the reactants needed to synthesize it. (5) The reactants are: Cl[C:2]1[C:7]([C:8]([F:11])([F:10])[F:9])=[CH:6][N:5]=[C:4]([NH:12][C:13]2[CH:18]=[CH:17][C:16]([N:19]3[CH2:24][CH2:23][N:22]([C:25]([O:27][C:28]([CH3:31])([CH3:30])[CH3:29])=[O:26])[CH2:21][CH2:20]3)=[CH:15][C:14]=2[O:32][CH3:33])[N:3]=1.[C:34]([C:36]1[CH:41]=[CH:40][CH:39]=[CH:38][C:37]=1[CH2:42][C:43]([O:45][CH3:46])=[O:44])#[CH:35].C1(P(C2C=CC=CC=2)C2C=CC=CC=2)C=CC=CC=1. Given the product [CH3:33][O:32][C:14]1[CH:15]=[C:16]([N:19]2[CH2:24][CH2:23][N:22]([C:25]([O:27][C:28]([CH3:31])([CH3:30])[CH3:29])=[O:26])[CH2:21][CH2:20]2)[CH:17]=[CH:18][C:13]=1[NH:12][C:4]1[N:3]=[C:2]([C:35]#[C:34][C:36]2[CH:41]=[CH:40][CH:39]=[CH:38][C:37]=2[CH2:42][C:43]([O:45][CH3:46])=[O:44])[C:7]([C:8]([F:11])([F:10])[F:9])=[CH:6][N:5]=1, predict the reactants needed to synthesize it.